Dataset: Catalyst prediction with 721,799 reactions and 888 catalyst types from USPTO. Task: Predict which catalyst facilitates the given reaction. (1) Reactant: [CH2:1]([O:3][C:4]([C:6]1[NH:7][C:8]([CH3:21])=[C:9]([C:12]2[CH:17]=[CH:16][C:15]([C:18]([OH:20])=O)=[CH:14][CH:13]=2)[C:10]=1[CH3:11])=[O:5])[CH3:2].C(Cl)(=O)C(Cl)=O.[CH3:28][C:29]1[CH:36]=[CH:35][CH:34]=[CH:33][C:30]=1[CH2:31][NH2:32].C(=O)(O)[O-].[Na+]. Product: [CH2:1]([O:3][C:4]([C:6]1[NH:7][C:8]([CH3:21])=[C:9]([C:12]2[CH:13]=[CH:14][C:15]([C:18](=[O:20])[NH:32][CH2:31][C:30]3[CH:33]=[CH:34][CH:35]=[CH:36][C:29]=3[CH3:28])=[CH:16][CH:17]=2)[C:10]=1[CH3:11])=[O:5])[CH3:2]. The catalyst class is: 85. (2) Reactant: [Si:1]([O:8][CH:9]1[CH2:13][CH2:12][N:11]([C:14]2[CH:22]=[C:21]3[C:17]([C:18]4[C:26]([C:27]5[C:28]([CH3:45])=[C:29]([NH:33][CH2:34][C:35]6[CH:43]=[CH:42][C:41]([Cl:44])=[CH:40][C:36]=6[C:37](O)=[O:38])[CH:30]=[CH:31][CH:32]=5)=[CH:25][N:24]=[C:23]([C:46](=[O:48])[NH2:47])[C:19]=4[NH:20]3)=[CH:16][CH:15]=2)[CH2:10]1)([C:4]([CH3:7])([CH3:6])[CH3:5])([CH3:3])[CH3:2].CCN(C(C)C)C(C)C.CN1CCOCC1.F[P-](F)(F)(F)(F)F.N1(O[P+](N(C)C)(N(C)C)N(C)C)C2C=CC=CC=2N=N1. Product: [Si:1]([O:8][CH:9]1[CH2:13][CH2:12][N:11]([C:14]2[CH:22]=[C:21]3[C:17]([C:18]4[C:26]([C:27]5[CH:32]=[CH:31][CH:30]=[C:29]([N:33]6[CH2:34][C:35]7[C:36](=[CH:40][C:41]([Cl:44])=[CH:42][CH:43]=7)[C:37]6=[O:38])[C:28]=5[CH3:45])=[CH:25][N:24]=[C:23]([C:46]([NH2:47])=[O:48])[C:19]=4[NH:20]3)=[CH:16][CH:15]=2)[CH2:10]1)([C:4]([CH3:7])([CH3:5])[CH3:6])([CH3:2])[CH3:3]. The catalyst class is: 31. (3) Reactant: [CH3:1][N:2]1[C:6](=[O:7])[CH:5]=[CH:4][C:3]1=[O:8].[Br:9]Br.C(N(CC)CC)C. Product: [CH3:1][N:2]1[C:6](=[O:7])[CH:5]=[C:4]([Br:9])[C:3]1=[O:8]. The catalyst class is: 111.